Dataset: Forward reaction prediction with 1.9M reactions from USPTO patents (1976-2016). Task: Predict the product of the given reaction. (1) Given the reactants [C:1]([C:5]1[CH:10]=[CH:9][C:8]([C:11]2[C:19]3[C:14](=[CH:15][CH:16]=[C:17]([CH:20]=[O:21])[CH:18]=3)[N:13]([CH2:22][C:23]3[CH:28]=[CH:27][CH:26]=[C:25]([O:29][CH3:30])[CH:24]=3)[C:12]=2[C:31]([O:33][CH2:34][CH3:35])=[O:32])=[CH:7][CH:6]=1)([CH3:4])([CH3:3])[CH3:2].[BH4-].[Na+].O, predict the reaction product. The product is: [C:1]([C:5]1[CH:6]=[CH:7][C:8]([C:11]2[C:19]3[C:14](=[CH:15][CH:16]=[C:17]([CH2:20][OH:21])[CH:18]=3)[N:13]([CH2:22][C:23]3[CH:28]=[CH:27][CH:26]=[C:25]([O:29][CH3:30])[CH:24]=3)[C:12]=2[C:31]([O:33][CH2:34][CH3:35])=[O:32])=[CH:9][CH:10]=1)([CH3:4])([CH3:2])[CH3:3]. (2) Given the reactants [NH2:1][C:2]1[C:11]([F:12])=[CH:10][C:9]([Br:13])=[CH:8][C:3]=1[C:4]([NH:6][CH3:7])=[O:5].Br.CN1CCCC1=O.C(N(CC)C(C)C)(C)C.[Cl:31][C:32]1[N:37]=[C:36](Cl)[C:35]([Cl:39])=[CH:34][N:33]=1, predict the reaction product. The product is: [Br:13][C:9]1[CH:10]=[C:11]([F:12])[C:2]([NH:1][C:34]2[C:35]([Cl:39])=[CH:36][N:37]=[C:32]([Cl:31])[N:33]=2)=[C:3]([CH:8]=1)[C:4]([NH:6][CH3:7])=[O:5]. (3) Given the reactants Br[C:2]1[CH:3]=[C:4]2[C:9]([NH:10][C@H:11]3[C@@H:15]([O:16][CH3:17])[CH2:14][N:13]([C:18]([C:20]4([C:23]#[N:24])[CH2:22][CH2:21]4)=[O:19])[CH2:12]3)=[C:8]([C:25]([NH2:27])=[O:26])[CH:7]=[N:6][N:5]2[CH:28]=1.[CH3:29][O:30][C:31]1[CH:36]=[CH:35][C:34](B(O)O)=[CH:33][CH:32]=1.P([O-])([O-])([O-])=O.[K+].[K+].[K+], predict the reaction product. The product is: [C:23]([C:20]1([C:18]([N:13]2[CH2:14][C@H:15]([O:16][CH3:17])[C@H:11]([NH:10][C:9]3[C:4]4[N:5]([CH:28]=[C:2]([C:34]5[CH:35]=[CH:36][C:31]([O:30][CH3:29])=[CH:32][CH:33]=5)[CH:3]=4)[N:6]=[CH:7][C:8]=3[C:25]([NH2:27])=[O:26])[CH2:12]2)=[O:19])[CH2:22][CH2:21]1)#[N:24]. (4) The product is: [C:1]1([NH:11][C:12]([N:14]2[CH2:19][CH2:18][CH:17]([CH2:20][CH2:21][CH2:22][CH2:23][NH:24][C:25](=[O:34])[CH:26]=[CH:27][C:28]3[CH:29]=[N:30][CH:31]=[CH:32][CH:33]=3)[CH2:16][CH2:15]2)=[O:13])[C:10]2[C:5](=[CH:6][CH:7]=[CH:8][CH:9]=2)[CH:4]=[CH:3][CH:2]=1. Given the reactants [C:1]1([N:11]=[C:12]=[O:13])[C:10]2[C:5](=[CH:6][CH:7]=[CH:8][CH:9]=2)[CH:4]=[CH:3][CH:2]=1.[NH:14]1[CH2:19][CH2:18][CH:17]([CH2:20][CH2:21][CH2:22][CH2:23][NH:24][C:25](=[O:34])[CH:26]=[CH:27][C:28]2[CH:29]=[N:30][CH:31]=[CH:32][CH:33]=2)[CH2:16][CH2:15]1, predict the reaction product.